Task: Predict the product of the given reaction.. Dataset: Forward reaction prediction with 1.9M reactions from USPTO patents (1976-2016) (1) Given the reactants [OH:1][C:2]1[CH:3]=[C:4]([CH:15]=[C:16]([O:18][C@H:19]2[CH2:23][CH2:22][N:21]([CH3:24])[C:20]2=[O:25])[CH:17]=1)[C:5]([NH:7][C:8]1[CH:13]=[N:12][C:11]([CH3:14])=[CH:10][N:9]=1)=[O:6].[Cl:26][C:27]1[CH:28]=[C:29]([CH:35]=[CH:36][C:37]=1F)[C:30]([N:32]([CH3:34])[CH3:33])=[O:31].C(=O)([O-])[O-].[K+].[K+], predict the reaction product. The product is: [Cl:26][C:27]1[CH:28]=[C:29]([C:30](=[O:31])[N:32]([CH3:33])[CH3:34])[CH:35]=[CH:36][C:37]=1[O:1][C:2]1[CH:3]=[C:4]([CH:15]=[C:16]([O:18][C@H:19]2[CH2:23][CH2:22][N:21]([CH3:24])[C:20]2=[O:25])[CH:17]=1)[C:5]([NH:7][C:8]1[CH:13]=[N:12][C:11]([CH3:14])=[CH:10][N:9]=1)=[O:6]. (2) Given the reactants [F:1][C:2]1[CH:22]=[CH:21][CH:20]=[C:19]([F:23])[C:3]=1[CH2:4][O:5][C:6]1[C:7]2[N:8]([C:12]([C:16]([OH:18])=O)=[C:13]([CH3:15])[N:14]=2)[CH:9]=[CH:10][CH:11]=1.F[B-](F)(F)F.N1(O[C+](N(C)C)N(C)C)C2C=CC=CC=2N=N1.CN1CCOCC1.[CH3:53][C:54]([NH2:58])([CH3:57])[CH2:55][NH2:56], predict the reaction product. The product is: [NH2:58][C:54]([CH3:57])([CH3:53])[CH2:55][NH:56][C:16]([C:12]1[N:8]2[CH:9]=[CH:10][CH:11]=[C:6]([O:5][CH2:4][C:3]3[C:19]([F:23])=[CH:20][CH:21]=[CH:22][C:2]=3[F:1])[C:7]2=[N:14][C:13]=1[CH3:15])=[O:18].